Dataset: Peptide-MHC class II binding affinity with 134,281 pairs from IEDB. Task: Regression. Given a peptide amino acid sequence and an MHC pseudo amino acid sequence, predict their binding affinity value. This is MHC class II binding data. (1) The peptide sequence is GELQIVDKIKAAFKI. The MHC is DRB4_0101 with pseudo-sequence DRB4_0103. The binding affinity (normalized) is 0.461. (2) The peptide sequence is QYFAHYCRKYAPLYAAEAKR. The MHC is HLA-DQA10501-DQB10201 with pseudo-sequence HLA-DQA10501-DQB10201. The binding affinity (normalized) is 0. (3) The peptide sequence is QASPDLLRGLLSTFI. The MHC is HLA-DQA10501-DQB10201 with pseudo-sequence HLA-DQA10501-DQB10201. The binding affinity (normalized) is 0.537. (4) The peptide sequence is VVIQDNSDIKVVPRRKAKII. The MHC is DRB1_0405 with pseudo-sequence DRB1_0405. The binding affinity (normalized) is 0.195.